From a dataset of Forward reaction prediction with 1.9M reactions from USPTO patents (1976-2016). Predict the product of the given reaction. Given the reactants [F:1][C:2]1[CH:7]=[CH:6][C:5]([CH:8]2[CH2:12][CH2:11][NH:10][C:9]2=[O:13])=[CH:4][CH:3]=1.CC([O-])(C)C.[K+].Br[CH2:21][C:22]([O:24]CC)=[O:23].[OH-].[Na+], predict the reaction product. The product is: [F:1][C:2]1[CH:7]=[CH:6][C:5]([CH:8]2[CH2:12][CH2:11][N:10]([CH2:21][C:22]([OH:24])=[O:23])[C:9]2=[O:13])=[CH:4][CH:3]=1.